From a dataset of Forward reaction prediction with 1.9M reactions from USPTO patents (1976-2016). Predict the product of the given reaction. (1) Given the reactants [Br:1][C:2]1[CH:3]=[C:4]2[C:9](=[CH:10][CH:11]=1)[N:8]([CH2:12][CH2:13][CH2:14][C:15]([O:17][CH2:18][CH3:19])=[O:16])[CH2:7][CH2:6][CH2:5]2.[OH-].[Na+].CN([CH:25]=[O:26])C, predict the reaction product. The product is: [Br:1][C:2]1[CH:3]=[C:4]2[C:9](=[C:10]([CH:25]=[O:26])[CH:11]=1)[N:8]([CH2:12][CH2:13][CH2:14][C:15]([O:17][CH2:18][CH3:19])=[O:16])[CH2:7][CH2:6][CH2:5]2. (2) Given the reactants [Cl:1][C:2]1[CH:10]=[C:9]([CH3:11])[C:5]([C:6]([OH:8])=O)=[CH:4][N:3]=1.CN(C(ON1N=NC2C=CC=NC1=2)=[N+](C)C)C.F[P-](F)(F)(F)(F)F.C(N(C(C)C)CC)(C)C.Cl.[CH:46]12[NH:53][CH:50]([CH2:51][CH2:52]1)[CH2:49][O:48][CH2:47]2.C(=O)([O-])O.[Na+], predict the reaction product. The product is: [Cl:1][C:2]1[N:3]=[CH:4][C:5]([C:6]([N:53]2[CH:46]3[CH2:52][CH2:51][CH:50]2[CH2:49][O:48][CH2:47]3)=[O:8])=[C:9]([CH3:11])[CH:10]=1. (3) Given the reactants [C:1]([O:5][C:6](=[O:9])[NH:7][OH:8])([CH3:4])([CH3:3])[CH3:2].[CH:10]1[CH2:15][CH2:14][CH:13]=[CH:12][CH:11]=1, predict the reaction product. The product is: [CH:12]12[CH2:13][CH2:14][CH:15]([CH:10]=[CH:11]1)[O:8][N:7]2[C:6]([O:5][C:1]([CH3:4])([CH3:3])[CH3:2])=[O:9]. (4) Given the reactants [CH3:1][C:2]1[CH:11]=[C:10]2[C:5]([CH:6]=[CH:7][C:8](=[O:12])[O:9]2)=[CH:4][CH:3]=1.[Br:13]N1C(=O)CCC1=O, predict the reaction product. The product is: [Br:13][CH2:1][C:2]1[CH:11]=[C:10]2[C:5]([CH:6]=[CH:7][C:8](=[O:12])[O:9]2)=[CH:4][CH:3]=1.